This data is from Forward reaction prediction with 1.9M reactions from USPTO patents (1976-2016). The task is: Predict the product of the given reaction. (1) Given the reactants [Cl:1][C:2]1[CH:10]=[C:9]([C:11]([NH:13][CH:14]([C:16]2[NH:20][C:19]3[CH:21]=[CH:22][C:23]([Cl:25])=[CH:24][C:18]=3[N:17]=2)[CH3:15])=[O:12])[CH:8]=[CH:7][C:3]=1[C:4]([OH:6])=O.CN(C(O[N:34]1N=[N:41][C:36]2C=[CH:38][CH:39]=[CH:40][C:35]1=2)=[N+](C)C)C.[B-](F)(F)(F)F.C(N(C(C)C)CC)(C)C.ClCl.[O:59]1CCCC1, predict the reaction product. The product is: [Cl:25][C:23]1[CH:22]=[CH:21][C:19]2[NH:20][C:16]([CH:14]([NH:13][C:11](=[O:12])[C:9]3[CH:8]=[CH:7][C:3]([C:4]([N:34]4[CH2:38][CH2:39][CH2:40][C@@H:35]4[C:36]([NH2:41])=[O:59])=[O:6])=[C:2]([Cl:1])[CH:10]=3)[CH3:15])=[N:17][C:18]=2[CH:24]=1. (2) Given the reactants CO[C:3](=[O:14])[C:4]1[C:9]([I:10])=[CH:8][C:7]([Cl:11])=[CH:6][C:5]=1[CH2:12]Br.[F:15][C:16]1[CH:23]=[CH:22][C:19]([CH2:20][NH2:21])=[CH:18][CH:17]=1.C([O-])([O-])=O.[K+].[K+].C(OCC)(=O)C, predict the reaction product. The product is: [Cl:11][C:7]1[CH:6]=[C:5]2[C:4](=[C:9]([I:10])[CH:8]=1)[C:3](=[O:14])[N:21]([CH2:20][C:19]1[CH:22]=[CH:23][C:16]([F:15])=[CH:17][CH:18]=1)[CH2:12]2. (3) Given the reactants [CH3:1][C:2]1([CH3:27])[CH2:11][CH2:10][C:9]([CH3:13])([CH3:12])[C:8]2[CH:7]=[C:6]([C:14]3[N:19]=[C:18]([N:20]4[CH2:26][CH2:25][CH2:24][NH:23][CH2:22][CH2:21]4)[CH:17]=[CH:16][CH:15]=3)[CH:5]=[CH:4][C:3]1=2.Cl[CH2:29][CH2:30][CH2:31][OH:32].Cl, predict the reaction product. The product is: [CH3:1][C:2]1([CH3:27])[CH2:11][CH2:10][C:9]([CH3:12])([CH3:13])[C:8]2[CH:7]=[C:6]([C:14]3[N:19]=[C:18]([N:20]4[CH2:26][CH2:25][CH2:24][N:23]([CH2:29][CH2:30][CH2:31][OH:32])[CH2:22][CH2:21]4)[CH:17]=[CH:16][CH:15]=3)[CH:5]=[CH:4][C:3]1=2. (4) Given the reactants [Si:1]([O:18][CH2:19][C:20]1[C:25]([N:26]2[CH2:31][C@H:30]([CH3:32])[O:29][C@H:28]([CH3:33])[CH2:27]2)=[C:24]([Cl:34])[C:23]([F:35])=[CH:22][N:21]=1)([C:14]([CH3:17])([CH3:16])[CH3:15])([C:8]1[CH:13]=[CH:12][CH:11]=[CH:10][CH:9]=1)[C:2]1[CH:7]=[CH:6][CH:5]=[CH:4][CH:3]=1.[CH3:36][C:37]1[S:38][C:39]([CH:42]=[O:43])=[CH:40][N:41]=1, predict the reaction product. The product is: [Si:1]([O:18][CH2:19][C:20]1[N:21]=[C:22]([CH:42]([C:39]2[S:38][C:37]([CH3:36])=[N:41][CH:40]=2)[OH:43])[C:23]([F:35])=[C:24]([Cl:34])[C:25]=1[N:26]1[CH2:31][C@H:30]([CH3:32])[O:29][C@H:28]([CH3:33])[CH2:27]1)([C:14]([CH3:17])([CH3:15])[CH3:16])([C:8]1[CH:13]=[CH:12][CH:11]=[CH:10][CH:9]=1)[C:2]1[CH:3]=[CH:4][CH:5]=[CH:6][CH:7]=1. (5) Given the reactants [OH:1][CH:2]1[CH2:6][CH2:5][O:4][CH2:3]1.C(N(CC)CC)C.[CH3:14][S:15](Cl)(=[O:17])=[O:16], predict the reaction product. The product is: [O:4]1[CH2:5][CH2:6][CH:2]([O:1][S:15]([CH3:14])(=[O:17])=[O:16])[CH2:3]1. (6) Given the reactants S(=O)(=O)(O)O.[CH:6](=O)[CH3:7].[CH3:9][C:10]1[CH:16]=[C:15]([N+:17]([O-:19])=[O:18])[CH:14]=[CH:13][C:11]=1[NH2:12].[BH4-].[Na+].C(=O)([O-])[O-].[Na+].[Na+].[CH2:28]1COC[CH2:29]1, predict the reaction product. The product is: [CH2:28]([N:12]([CH2:6][CH3:7])[C:11]1[CH:13]=[CH:14][C:15]([N+:17]([O-:19])=[O:18])=[CH:16][C:10]=1[CH3:9])[CH3:29].